Predict which catalyst facilitates the given reaction. From a dataset of Catalyst prediction with 721,799 reactions and 888 catalyst types from USPTO. (1) Reactant: C(=O)([O-])[O-].[K+].[K+].O.[CH2:8]([N:11]1[CH:15]=[C:14](B2OC(C)(C)C(C)(C)O2)[CH:13]=[N:12]1)[CH2:9][CH3:10].Br[C:26]1[CH:27]=[C:28]([CH:41]=[CH:42][CH:43]=1)[CH2:29][CH2:30][O:31][CH2:32][CH2:33][C:34]([O:36][C:37]([CH3:40])([CH3:39])[CH3:38])=[O:35]. Product: [CH2:8]([N:11]1[CH:15]=[C:14]([C:26]2[CH:27]=[C:28]([CH:41]=[CH:42][CH:43]=2)[CH2:29][CH2:30][O:31][CH2:32][CH2:33][C:34]([O:36][C:37]([CH3:39])([CH3:40])[CH3:38])=[O:35])[CH:13]=[N:12]1)[CH2:9][CH3:10]. The catalyst class is: 10. (2) Reactant: [OH:1][CH:2]([C:23]1[CH:28]=[CH:27][N:26]=[CH:25][CH:24]=1)[CH:3]([NH:15]C(=O)OC(C)(C)C)[CH2:4][C:5]1[CH:10]=[CH:9][C:8]([C:11]([F:14])([F:13])[F:12])=[CH:7][CH:6]=1.FC(F)(F)C(O)=O. Product: [NH2:15][CH:3]([CH2:4][C:5]1[CH:10]=[CH:9][C:8]([C:11]([F:14])([F:12])[F:13])=[CH:7][CH:6]=1)[CH:2]([C:23]1[CH:28]=[CH:27][N:26]=[CH:25][CH:24]=1)[OH:1]. The catalyst class is: 74. (3) Reactant: [NH2:1][C:2]1[C:3]([N:9]2[CH2:14][CH2:13][CH:12]([CH2:15][C:16]([N:18]3[CH2:24][CH2:23][CH2:22][N:21]([CH3:25])[CH2:20][CH2:19]3)=[O:17])[CH2:11][CH2:10]2)=[N:4][CH:5]=[C:6]([Br:8])[CH:7]=1.[Cl:26][C:27]1[CH:28]=[C:29]([CH:33]=[CH:34][CH:35]=1)[C:30](Cl)=[O:31]. Product: [Br:8][C:6]1[CH:7]=[C:2]([NH:1][C:30](=[O:31])[C:29]2[CH:33]=[CH:34][CH:35]=[C:27]([Cl:26])[CH:28]=2)[C:3]([N:9]2[CH2:10][CH2:11][CH:12]([CH2:15][C:16]([N:18]3[CH2:24][CH2:23][CH2:22][N:21]([CH3:25])[CH2:20][CH2:19]3)=[O:17])[CH2:13][CH2:14]2)=[N:4][CH:5]=1. The catalyst class is: 10. (4) Reactant: C1(S([N:10]2[C:14]3=[N:15][CH:16]=[C:17]([F:19])[CH:18]=[C:13]3[CH:12]=[C:11]2[C:20]([C:28]2[CH:33]=[CH:32][C:31]([S:34]([CH3:37])(=[O:36])=[O:35])=[CH:30][CH:29]=2)=[CH:21][CH:22]2[CH2:27][CH2:26][O:25][CH2:24][CH2:23]2)(=O)=O)C=CC=CC=1.[F-].C([N+](CCCC)(CCCC)CCCC)CCC.O1CCCC1. Product: [F:19][C:17]1[CH:18]=[C:13]2[CH:12]=[C:11](/[C:20](/[C:28]3[CH:33]=[CH:32][C:31]([S:34]([CH3:37])(=[O:36])=[O:35])=[CH:30][CH:29]=3)=[CH:21]/[CH:22]3[CH2:27][CH2:26][O:25][CH2:24][CH2:23]3)[NH:10][C:14]2=[N:15][CH:16]=1. The catalyst class is: 170. (5) Reactant: C(OC([N:8]1[CH2:13][CH2:12][CH:11]([O:14][C:15]2[CH:20]=[CH:19][CH:18]=[CH:17][C:16]=2[Br:21])[CH2:10][CH2:9]1)=O)(C)(C)C.[C:22]([OH:28])([C:24]([F:27])([F:26])[F:25])=[O:23]. Product: [F:25][C:24]([F:27])([F:26])[C:22]([OH:28])=[O:23].[Br:21][C:16]1[CH:17]=[CH:18][CH:19]=[CH:20][C:15]=1[O:14][CH:11]1[CH2:12][CH2:13][NH:8][CH2:9][CH2:10]1. The catalyst class is: 4. (6) Reactant: [C:1]([O-:7])(=[O:6])[CH2:2][C:3]([O-:5])=O.[CH:8]([Mg]Cl)(C)[CH3:9].[C:13]([O:17][C:18]([N:20]1[CH2:24][CH2:23][C@@H:22](C(N2C=CN=C2)=O)[CH2:21]1)=[O:19])([CH3:16])([CH3:15])[CH3:14]. Product: [C:13]([O:17][C:18]([N:20]1[CH2:24][CH2:23][C@@H:22]([C:3](=[O:5])[CH2:2][C:1]([O:7][CH2:8][CH3:9])=[O:6])[CH2:21]1)=[O:19])([CH3:16])([CH3:14])[CH3:15]. The catalyst class is: 1. (7) Reactant: [Cl:1][C:2]1[CH:3]=[CH:4][C:5]2[C:14]3[C:9](=[CH:10][N:11]=[CH:12][CH:13]=3)[C:8](=[O:15])[NH:7][C:6]=2[CH:16]=1.C(=O)([O-])[O:18][CH2:19][CH3:20].C([O-])([O-])=O.[K+].[K+].C1OCCOCCOCCOCCOCCOC1. Product: [Cl:1][C:2]1[CH:3]=[CH:4][C:5]2[C:14]3[C:9](=[CH:10][N:11]=[CH:12][CH:13]=3)[C:8](=[O:15])[N:7]([CH2:20][CH2:19][OH:18])[C:6]=2[CH:16]=1. The catalyst class is: 18.